This data is from hERG potassium channel inhibition data for cardiac toxicity prediction from Karim et al.. The task is: Regression/Classification. Given a drug SMILES string, predict its toxicity properties. Task type varies by dataset: regression for continuous values (e.g., LD50, hERG inhibition percentage) or binary classification for toxic/non-toxic outcomes (e.g., AMES mutagenicity, cardiotoxicity, hepatotoxicity). Dataset: herg_karim. (1) The compound is COC(=O)N(Cc1ccccc1)Cc1cc(C(F)(F)F)ccc1-c1cc(CC(=O)O)ccc1OC. The result is 0 (non-blocker). (2) The molecule is O=S1(=O)CCC(CNc2ccc3ncc(-c4cccc(OC(F)(F)F)c4)n3n2)CC1. The result is 0 (non-blocker). (3) The drug is Cc1ccc2c(-c3nnc(SCCCN4CC5CC5(c5ccccc5)C4)n3C)cccc2n1. The result is 1 (blocker). (4) The drug is N#Cc1ccc(N2N=C(F)CC2c2ccc(-c3ccc(C(=O)O)cc3)cc2)cc1. The result is 0 (non-blocker). (5) The molecule is O=C1COc2cc(F)c(CNC34CCC(C[C@]5(O)Cn6c(=O)ccc7ncc(F)c5c76)(CC3)OC4)nc2N1. The result is 0 (non-blocker). (6) The drug is COC1COCCC1N[C@@H]1C[C@H]2C[C@@H](Cl)C[C@@]2(C(=O)N2CCc3ncc(C(F)(F)F)cc3C2)C1. The result is 0 (non-blocker). (7) The compound is CCC[S+]([O-])CCC[NH+](CC)C[C@@H](O)COc1ccc(C#N)cc1. The result is 1 (blocker).